From a dataset of Catalyst prediction with 721,799 reactions and 888 catalyst types from USPTO. Predict which catalyst facilitates the given reaction. Reactant: [NH2:1][CH:2]1[CH2:7][CH2:6][CH2:5][CH:4]([NH:8][C:9]2[CH:18]=[C:17]([N:19]([CH3:21])[CH3:20])[C:16]3[C:11](=[CH:12][CH:13]=[CH:14][CH:15]=3)[N:10]=2)[CH2:3]1.[C:22]1([S:28]([C:31]2[S:32][C:33]([CH:36]=O)=[CH:34][N:35]=2)(=[O:30])=[O:29])[CH:27]=[CH:26][CH:25]=[CH:24][CH:23]=1.CC(O)=O. Product: [CH3:20][N:19]([CH3:21])[C:17]1[C:16]2[C:11](=[CH:12][CH:13]=[CH:14][CH:15]=2)[N:10]=[C:9]([NH:8][CH:4]2[CH2:5][CH2:6][CH2:7][CH:2]([NH:1][CH2:36][C:33]3[S:32][C:31]([S:28]([C:22]4[CH:23]=[CH:24][CH:25]=[CH:26][CH:27]=4)(=[O:30])=[O:29])=[N:35][CH:34]=3)[CH2:3]2)[CH:18]=1. The catalyst class is: 512.